Dataset: Forward reaction prediction with 1.9M reactions from USPTO patents (1976-2016). Task: Predict the product of the given reaction. (1) Given the reactants [Cl:1][C:2]1[CH:3]=[CH:4][CH:5]=[C:6]2[C:10]=1[NH:9][CH:8]=[C:7]2[CH:11]=[O:12].[C:13](O[C:21]([O:23][C:24]([CH3:27])([CH3:26])C)=O)([O:15][C:16]([CH3:19])([CH3:18])[CH3:17])=[O:14].[C:28](#[N:30])[CH3:29], predict the reaction product. The product is: [Cl:1][C:2]1[CH:3]=[CH:4][CH:5]=[C:6]2[C:10]=1[N:9]([C:13]([O:15][C:16]([CH3:19])([CH3:18])[CH3:17])=[O:14])[CH:8]=[C:7]2[CH:11]=[O:12].[Cl:1][C:2]1[CH:3]=[CH:4][CH:5]=[C:6]2[C:10]=1[NH:9][CH:8]=[C:7]2[C:11](=[O:12])[CH:28]([NH:30][C:8]1[CH:7]=[CH:11][CH:26]=[C:24]([O:23][CH3:21])[CH:27]=1)[C:29]1[CH:4]=[CH:3][CH:2]=[CH:10][CH:6]=1. (2) The product is: [CH3:1][O:2][C:3]([C@H:5]1[CH2:10][CH2:9][C@H:8]([C:11]2[O:12][N:19]=[C:14]3[CH2:15][CH2:16][CH2:17][CH2:18][C:13]=23)[CH2:7][CH2:6]1)=[O:4]. Given the reactants [CH3:1][O:2][C:3]([C@H:5]1[CH2:10][CH2:9][C@H:8]([C:11]([CH:13]2[CH2:18][CH2:17][CH2:16][CH2:15][C:14]2=[N:19]N(C)C)=[O:12])[CH2:7][CH2:6]1)=[O:4].C([O-])(=O)C.[Na+].Cl.NO, predict the reaction product. (3) Given the reactants O=C1C2C(=CC=CC=2)C(=O)[N:3]1[CH2:12][C:13]1[N:18]2[N:19]=[C:20]([C:24]3[CH:29]=[CH:28][C:27]([O:30][C:31]4[CH:36]=[CH:35][CH:34]=[CH:33][CH:32]=4)=[CH:26][CH:25]=3)[C:21]([C:22]#[N:23])=[C:17]2[N:16]=[CH:15][CH:14]=1, predict the reaction product. The product is: [NH2:3][CH2:12][C:13]1[N:18]2[N:19]=[C:20]([C:24]3[CH:29]=[CH:28][C:27]([O:30][C:31]4[CH:36]=[CH:35][CH:34]=[CH:33][CH:32]=4)=[CH:26][CH:25]=3)[C:21]([C:22]#[N:23])=[C:17]2[N:16]=[CH:15][CH:14]=1. (4) Given the reactants [CH3:1][C:2]([CH3:30])([CH2:8][C:9]1[NH:13][C:12]2[CH:14]=[CH:15][C:16]([O:18][CH2:19][C:20]3[CH:29]=[CH:28][C:27]4[C:22](=[CH:23][CH:24]=[CH:25][CH:26]=4)[N:21]=3)=[CH:17][C:11]=2[N:10]=1)[C:3]([O:5]CC)=[O:4].Cl[CH2:32][C:33]1[CH:42]=[CH:41][C:40]2[C:35](=[CH:36][CH:37]=[CH:38][CH:39]=2)[CH:34]=1.C(=O)([O-])[O-].[K+].[K+], predict the reaction product. The product is: [CH3:1][C:2]([CH3:30])([CH2:8][C:9]1[N:13]([CH2:32][C:33]2[CH:42]=[CH:41][C:40]3[C:35](=[CH:36][CH:37]=[CH:38][CH:39]=3)[CH:34]=2)[C:12]2[CH:14]=[CH:15][C:16]([O:18][CH2:19][C:20]3[CH:29]=[CH:28][C:27]4[C:22](=[CH:23][CH:24]=[CH:25][CH:26]=4)[N:21]=3)=[CH:17][C:11]=2[N:10]=1)[C:3]([OH:5])=[O:4]. (5) Given the reactants [ClH:1].[CH2:2]1[C:5]2([CH2:10][CH2:9][NH:8][CH2:7][CH2:6]2)[CH2:4][N:3]1C(OC(C)(C)C)=O.[CH3:18][C:19]1([CH3:30])[CH2:23][C:22]2[CH:24]=[CH:25][CH:26]=[C:27]([CH:28]=O)[C:21]=2[O:20]1, predict the reaction product. The product is: [ClH:1].[CH3:18][C:19]1([CH3:30])[CH2:23][C:22]2[CH:24]=[CH:25][CH:26]=[C:27]([CH2:28][N:8]3[CH2:7][CH2:6][C:5]4([CH2:2][NH:3][CH2:4]4)[CH2:10][CH2:9]3)[C:21]=2[O:20]1.